Dataset: CYP3A4 inhibition data for predicting drug metabolism from PubChem BioAssay. Task: Regression/Classification. Given a drug SMILES string, predict its absorption, distribution, metabolism, or excretion properties. Task type varies by dataset: regression for continuous measurements (e.g., permeability, clearance, half-life) or binary classification for categorical outcomes (e.g., BBB penetration, CYP inhibition). Dataset: cyp3a4_veith. (1) The result is 0 (non-inhibitor). The molecule is CCCn1nnnc1NC(=O)c1ccc(C)cc1Cl. (2) The result is 0 (non-inhibitor). The molecule is CC(C)NC(=O)COC(=O)c1cc(=O)[nH]c2ccccc12. (3) The molecule is CN(C(=O)Cc1ccc(Cl)c(Cl)c1)[C@@H]1CCCC[C@H]1N1CCCC1.CS(=O)(=O)O. The result is 1 (inhibitor). (4) The molecule is O=C(Cc1ccc(-n2c(=O)[nH]c3ccccc3c2=O)cc1)N1CCN(c2cccc(Cl)c2)CC1. The result is 1 (inhibitor). (5) The molecule is CC(C)(C)CC(C)(C)c1ccc(OCCOCC[N+](C)(C)Cc2ccccc2)cc1. The result is 0 (non-inhibitor). (6) The compound is CSc1nc(C)c2c(n1)N(c1ccc(C(C)C)cc1)CC2. The result is 0 (non-inhibitor). (7) The result is 0 (non-inhibitor). The drug is Clc1ccc(/C=C\c2nc(Cl)c(-c3ccc(Cl)cc3)c(Cl)n2)cc1. (8) The compound is CN1[C@H]2CC[C@@H]1CC(OC(=O)c1cc(Cl)cc(Cl)c1)C2. The result is 0 (non-inhibitor).